Predict the product of the given reaction. From a dataset of Forward reaction prediction with 1.9M reactions from USPTO patents (1976-2016). Given the reactants [Li+].C[Si]([N-][Si](C)(C)C)(C)C.[C:11]1([C:33]2[CH:38]=[CH:37][CH:36]=[CH:35][CH:34]=2)[CH:16]=[CH:15][C:14]([CH2:17][C@H:18]2[N:22]([CH2:23]C3C=CC(OC)=CC=3)[C:21](=O)[CH2:20][CH2:19]2)=[CH:13][CH:12]=1.[C:39](Cl)(=O)[CH3:40].[CH2:43]=O.[C:45]([O-:48])([O-])=O.[K+].[K+].O1[CH2:55][CH2:54][CH2:53][CH2:52]1, predict the reaction product. The product is: [C:11]1([C:33]2[CH:38]=[CH:37][CH:36]=[CH:35][CH:34]=2)[CH:12]=[CH:13][C:14]([CH2:17][C@H:18]2[N:22](/[CH:23]=[CH:43]/[C:39]3[CH:40]=[CH:55][CH:54]=[CH:53][CH:52]=3)[C:45](=[O:48])[C:20](=[CH2:21])[CH2:19]2)=[CH:15][CH:16]=1.